Task: Predict the product of the given reaction.. Dataset: Forward reaction prediction with 1.9M reactions from USPTO patents (1976-2016) (1) The product is: [C:30]([NH:1][C:2]1([C:10]2[CH:9]=[CH:8][C:7]([CH:11]([CH3:12])[CH3:13])=[CH:6][C:5]=2[O:4][C:36](=[O:38])[CH2:37][CH2:28][CH3:29])[C:3](=[O:22])[C:14]2[C:19](=[CH:18][CH:17]=[CH:16][CH:15]=2)[C:20]1=[O:21])(=[O:34])[CH2:31][CH2:32][CH3:33]. Given the reactants [NH2:1][C:2]12[C:20](=[O:21])[C:19]3[C:14](=[CH:15][CH:16]=[CH:17][CH:18]=3)[C:3]1([OH:22])[O:4][C:5]1[C:10]2=[CH:9][CH:8]=[C:7]([CH:11]([CH3:13])[CH3:12])[CH:6]=1.C(N([CH2:28][CH3:29])CC)C.[C:30](Cl)(=[O:34])[CH2:31][CH2:32][CH3:33].[CH2:36]([O:38]C(=O)C)[CH3:37], predict the reaction product. (2) Given the reactants [CH:1]([N:14]1[CH2:17][C:16]([N:20]([CH3:22])[CH3:21])([C:18]#[N:19])[CH2:15]1)([C:8]1[CH:13]=[CH:12][CH:11]=[CH:10][CH:9]=1)[C:2]1[CH:7]=[CH:6][CH:5]=[CH:4][CH:3]=1.[OH:23]S(O)(=O)=O, predict the reaction product. The product is: [CH:1]([N:14]1[CH2:17][C:16]([N:20]([CH3:22])[CH3:21])([C:18]([NH2:19])=[O:23])[CH2:15]1)([C:8]1[CH:13]=[CH:12][CH:11]=[CH:10][CH:9]=1)[C:2]1[CH:3]=[CH:4][CH:5]=[CH:6][CH:7]=1.